From a dataset of Forward reaction prediction with 1.9M reactions from USPTO patents (1976-2016). Predict the product of the given reaction. Given the reactants CC(P(C(C)(C)C)C1C(C2C=CC=CC=2)=CC=CC=1)(C)C.[C:22]([P:28](=[O:33])([OH:32])[O:29][CH2:30][CH3:31])#[C:23][CH2:24][CH2:25][CH2:26][CH3:27].[CH2:34]([C:39]1[CH:44]=[CH:43][CH:42]=[CH:41][CH:40]=1)[CH2:35][CH2:36][C:37]#[CH:38], predict the reaction product. The product is: [CH2:30]([O:29][P:28]1(=[O:32])[CH:22]=[C:23]([CH2:24][CH2:25][CH2:26][CH3:27])[CH:38]=[C:37]([CH2:36][CH2:35][CH2:34][C:39]2[CH:40]=[CH:41][CH:42]=[CH:43][CH:44]=2)[O:33]1)[CH3:31].